This data is from Forward reaction prediction with 1.9M reactions from USPTO patents (1976-2016). The task is: Predict the product of the given reaction. (1) Given the reactants [C:1]([O:5][C:6](=[O:19])[CH2:7][C:8]1([CH2:15][N+:16]([O-])=O)[CH2:14][CH:13]2[CH:9]1[CH:10]=[CH:11][CH2:12]2)([CH3:4])([CH3:3])[CH3:2].[Cl-].[NH4+], predict the reaction product. The product is: [C:1]([O:5][C:6](=[O:19])[CH2:7][C:8]1([CH2:15][NH2:16])[CH2:14][CH:13]2[CH:9]1[CH:10]=[CH:11][CH2:12]2)([CH3:2])([CH3:4])[CH3:3]. (2) Given the reactants O.[NH2:2][NH2:3].[Cl:4][C:5]1[CH:6]=[C:7]([CH:23]=[C:24]([Cl:26])[CH:25]=1)[O:8][C:9]1[C:10]([CH2:21][CH3:22])=[N:11][N:12]([CH2:16][C:17](OC)=[O:18])[C:13]=1[CH2:14][CH3:15], predict the reaction product. The product is: [Cl:4][C:5]1[CH:6]=[C:7]([CH:23]=[C:24]([Cl:26])[CH:25]=1)[O:8][C:9]1[C:10]([CH2:21][CH3:22])=[N:11][N:12]([CH2:16][C:17]([NH:2][NH2:3])=[O:18])[C:13]=1[CH2:14][CH3:15].